This data is from Full USPTO retrosynthesis dataset with 1.9M reactions from patents (1976-2016). The task is: Predict the reactants needed to synthesize the given product. Given the product [CH2:7]1[C:8]2[C:4](=[CH:3][C:2]([B:11]3[O:15][C:14]([CH3:17])([CH3:16])[C:13]([CH3:19])([CH3:18])[O:12]3)=[CH:10][CH:9]=2)[CH2:5][CH2:6]1, predict the reactants needed to synthesize it. The reactants are: Br[C:2]1[CH:3]=[C:4]2[C:8](=[CH:9][CH:10]=1)[CH2:7][CH2:6][CH2:5]2.[B:11]1([B:11]2[O:15][C:14]([CH3:17])([CH3:16])[C:13]([CH3:19])([CH3:18])[O:12]2)[O:15][C:14]([CH3:17])([CH3:16])[C:13]([CH3:19])([CH3:18])[O:12]1.C([O-])(=O)C.[K+].